From a dataset of Catalyst prediction with 721,799 reactions and 888 catalyst types from USPTO. Predict which catalyst facilitates the given reaction. (1) Product: [Cl:1][C:2]1[CH:3]=[N:4][C:5]([NH:11][CH2:12][CH2:13][C:14]([F:17])([F:16])[F:15])=[C:6]([CH:10]=1)[C:7]([NH:23][C:19]([CH3:20])([C:21]#[CH:22])[CH3:18])=[O:9]. The catalyst class is: 18. Reactant: [Cl:1][C:2]1[CH:3]=[N:4][C:5]([NH:11][CH2:12][CH2:13][C:14]([F:17])([F:16])[F:15])=[C:6]([CH:10]=1)[C:7]([OH:9])=O.[CH3:18][C:19]([NH2:23])([C:21]#[CH:22])[CH3:20].CCN=C=NCCCN(C)C.CCN(C(C)C)C(C)C.C1C=CC2N(O)N=NC=2C=1. (2) Reactant: CCCCCC.[H-].C([Al+]CC(C)C)C(C)C.[NH2:17][C:18]([NH:20][C:21]1[NH:22][C:23]2[C:28]([C:29]=1[C:30]([NH2:32])=[O:31])=[CH:27][CH:26]=[C:25]([C:33](OC)=[O:34])[CH:24]=2)=[O:19].O.CO. Product: [NH2:17][C:18]([NH:20][C:21]1[NH:22][C:23]2[C:28]([C:29]=1[C:30]([NH2:32])=[O:31])=[CH:27][CH:26]=[C:25]([CH2:33][OH:34])[CH:24]=2)=[O:19]. The catalyst class is: 7. (3) Reactant: [CH3:1][O:2][CH2:3][O:4][C:5]1[CH:10]=[C:9]([CH2:11][CH2:12][O:13][CH3:14])[CH:8]=[C:7]([O:15][CH2:16][O:17][CH3:18])[CH:6]=1.[Br:19]N1C(=O)CCC1=O.O. Product: [CH3:18][O:17][CH2:16][O:15][C:7]1[C:8]([Br:19])=[C:9]([CH2:11][CH2:12][O:13][CH3:14])[CH:10]=[C:5]([O:4][CH2:3][O:2][CH3:1])[CH:6]=1. The catalyst class is: 9. (4) Reactant: [C:1]12([OH:11])[CH2:10][CH:5]3[CH2:6][CH:7]([CH2:9][CH:3]([CH2:4]3)[CH2:2]1)[CH2:8]2.[C:12]1([CH3:22])[CH:17]=[CH:16][C:15]([S:18](Cl)(=[O:20])=[O:19])=[CH:14][CH:13]=1.C(N(CC)CC)C. Product: [CH3:22][C:12]1[CH:17]=[CH:16][C:15]([S:18]([OH:11])(=[O:20])=[O:19])=[CH:14][CH:13]=1.[CH:1]12[CH2:10][CH:5]3[CH2:6][CH:7]([CH2:9][CH:3]([CH2:4]3)[CH2:2]1)[CH2:8]2. The catalyst class is: 2. (5) Reactant: Cl.[OH:2][C@@H:3]1[C@H:8]([OH:9])[C@@H:7]([O:10][CH3:11])[C:6]([CH3:13])([CH3:12])[O:5][C@H:4]1[O:14][C:15]1[C:24]([CH3:25])=[C:23]2[C:18]([CH:19]=[C:20]([NH:27][C:28]([C:30]3[CH:31]=[C:32]([C:38]4[CH:43]=[CH:42][CH:41]=[CH:40][C:39]=4C)[C:33]([O:36][CH3:37])=[CH:34][CH:35]=3)=[O:29])[C:21](=[O:26])[O:22]2)=[CH:17][CH:16]=1.[H-].[Na+].[CH:47]1C=CC(CBr)=CC=1. Product: [OH:2][C@@H:3]1[C@H:8]([OH:9])[C@@H:7]([O:10][CH3:11])[C:6]([CH3:13])([CH3:12])[O:5][C@H:4]1[O:14][C:15]1[C:24]([CH3:25])=[C:23]2[C:18]([CH:19]=[C:20]([NH:27][C:28]([C:30]3[CH:31]=[C:32]([C:38]4[CH:39]=[CH:40][CH:41]=[C:42]([CH3:47])[CH:43]=4)[C:33]([O:36][CH3:37])=[CH:34][CH:35]=3)=[O:29])[C:21](=[O:26])[O:22]2)=[CH:17][CH:16]=1. The catalyst class is: 5. (6) Reactant: [Cl:1][C:2]1[CH:3]=[C:4]([CH:28]=O)[C:5]([O:8][CH2:9][C:10]([N:12]2[CH2:17][CH:16]([CH3:18])[N:15]([CH2:19][C:20]3[CH:25]=[CH:24][C:23]([F:26])=[CH:22][CH:21]=3)[CH2:14][CH:13]2[CH3:27])=[O:11])=[N:6][CH:7]=1.C(=O)([O-])[O-].[K+].[K+].[C:36]([O-:39])(=[O:38])[CH3:37].[CH2:40]([PH+](CC)CC)[CH3:41]. Product: [CH2:40]([O:38][C:36](=[O:39])[CH:37]=[CH:28][C:4]1[C:5]([O:8][CH2:9][C:10]([N:12]2[CH2:17][C@H:16]([CH3:18])[N:15]([CH2:19][C:20]3[CH:25]=[CH:24][C:23]([F:26])=[CH:22][CH:21]=3)[CH2:14][C@H:13]2[CH3:27])=[O:11])=[N:6][CH:7]=[C:2]([Cl:1])[CH:3]=1)[CH3:41]. The catalyst class is: 40.